Dataset: Forward reaction prediction with 1.9M reactions from USPTO patents (1976-2016). Task: Predict the product of the given reaction. (1) Given the reactants [CH2:1]([O:3][C:4](=[O:23])[CH2:5][C:6]1[CH:7]=[N:8][CH:9]=[C:10]([C:12]2[CH:17]=[CH:16][C:15]([F:18])=[CH:14][C:13]=2[CH2:19][NH:20][CH2:21][CH3:22])[CH:11]=1)[CH3:2].[CH:24]1([C:27](O)=[O:28])[CH2:26][CH2:25]1, predict the reaction product. The product is: [CH2:1]([O:3][C:4](=[O:23])[CH2:5][C:6]1[CH:7]=[N:8][CH:9]=[C:10]([C:12]2[CH:17]=[CH:16][C:15]([F:18])=[CH:14][C:13]=2[CH2:19][N:20]([C:27]([CH:24]2[CH2:26][CH2:25]2)=[O:28])[CH2:21][CH3:22])[CH:11]=1)[CH3:2]. (2) Given the reactants [CH:1](=O)[CH:2]=[CH:3][C:4]1[CH:9]=[CH:8][CH:7]=[CH:6][CH:5]=1.[C:11]([CH2:13][C:14]([N-:16][CH2:17][C:18]1[CH:23]=[CH:22][C:21]([OH:24])=[C:20]([OH:25])[CH:19]=1)=[O:15])#[N:12], predict the reaction product. The product is: [OH:25][C:20]1[CH:19]=[C:18]([CH:23]=[CH:22][C:21]=1[OH:24])[CH2:17][NH:16][C:14](/[C:13](=[CH:1]/[CH:2]=[CH:3]/[C:4]1[CH:9]=[CH:8][CH:7]=[CH:6][CH:5]=1)/[C:11]#[N:12])=[O:15]. (3) The product is: [NH2:23][CH2:22][CH:5]1[CH2:4][CH2:3][CH:2]([F:1])[CH2:7][N:6]1[C:8]([C:10]1[N:11]=[C:12]([CH3:21])[S:13][C:14]=1[C:15]1[CH:20]=[CH:19][CH:18]=[CH:17][CH:16]=1)=[O:9]. Given the reactants [F:1][CH:2]1[CH2:7][N:6]([C:8]([C:10]2[N:11]=[C:12]([CH3:21])[S:13][C:14]=2[C:15]2[CH:20]=[CH:19][CH:18]=[CH:17][CH:16]=2)=[O:9])[CH:5]([CH2:22][NH:23]C(=O)OC(C)(C)C)[CH2:4][CH2:3]1, predict the reaction product. (4) The product is: [N:1]([CH2:4][CH:5]1[O:10][C:9]2[C:11]([C:15]3[CH:20]=[CH:19][CH:18]=[CH:17][C:16]=3[Cl:21])=[CH:12][CH:13]=[CH:14][C:8]=2[N:7]([CH2:22][CH3:23])[CH2:6]1)=[N+:2]=[N-:3]. Given the reactants [N:1]([CH2:4][CH:5]1[O:10][C:9]2[C:11]([C:15]3[CH:20]=[CH:19][CH:18]=[CH:17][C:16]=3[Cl:21])=[CH:12][CH:13]=[CH:14][C:8]=2[NH:7][CH2:6]1)=[N+:2]=[N-:3].[CH2:22](I)[CH3:23], predict the reaction product. (5) Given the reactants [C:1]([C:3]1[C:4]([F:26])=[CH:5][C:6](F)=[C:7]([NH:9][C:10]2[N:15]=[C:14]([NH:16][CH:17]3[CH2:19][CH2:18]3)[C:13]3=[N:20][CH:21]=[C:22]([C:23]#[N:24])[N:12]3[N:11]=2)[CH:8]=1)#[N:2].[O:27]1[CH2:32][CH2:31][N:30]([CH2:33][CH2:34][OH:35])[CH2:29][CH2:28]1, predict the reaction product. The product is: [C:1]([C:3]1[C:4]([F:26])=[CH:5][C:6]([O:35][CH2:34][CH2:33][N:30]2[CH2:31][CH2:32][O:27][CH2:28][CH2:29]2)=[C:7]([NH:9][C:10]2[N:15]=[C:14]([NH:16][CH:17]3[CH2:18][CH2:19]3)[C:13]3=[N:20][CH:21]=[C:22]([C:23]#[N:24])[N:12]3[N:11]=2)[CH:8]=1)#[N:2]. (6) The product is: [F:29][C:30]1[CH:31]=[C:32]2[C:37](=[CH:38][C:39]=1[C:40]#[N:41])[O:36][CH2:35][CH2:34]/[C:33]/2=[CH:2]\[O:3][CH3:4]. Given the reactants [Cl-].[CH3:2][O:3][CH2:4][P+](C1C=CC=CC=1)(C1C=CC=CC=1)C1C=CC=CC=1.C([Li])CCC.[F:29][C:30]1[CH:31]=[C:32]2[C:37](=[CH:38][C:39]=1[C:40]#[N:41])[O:36][CH2:35][CH2:34][C:33]2=O, predict the reaction product. (7) Given the reactants [NH2:1][CH2:2][CH2:3][C:4]1[CH:9]=[CH:8][C:7]([NH:10][CH2:11][C@@H:12]([C:14]2[CH:19]=[CH:18][CH:17]=[CH:16][CH:15]=2)[NH2:13])=[CH:6][CH:5]=1.[CH2:20]([O:27][C:28]1[CH:33]=[CH:32][C:31]([C@@H:34]([O:37][Si:38]([C:41]([CH3:44])([CH3:43])[CH3:42])([CH3:40])[CH3:39])[CH2:35]Br)=[CH:30][C:29]=1[NH:45][CH:46]=[O:47])[C:21]1[CH:26]=[CH:25][CH:24]=[CH:23][CH:22]=1.C(=O)([O-])[O-].[K+].[K+].C(OC(C)C)(=O)C, predict the reaction product. The product is: [NH2:13][C@H:12]([C:14]1[CH:19]=[CH:18][CH:17]=[CH:16][CH:15]=1)[CH2:11][NH:10][C:7]1[CH:8]=[CH:9][C:4]([CH2:3][CH2:2][NH:1][CH2:35][C@@H:34]([C:31]2[CH:32]=[CH:33][C:28]([O:27][CH2:20][C:21]3[CH:26]=[CH:25][CH:24]=[CH:23][CH:22]=3)=[C:29]([NH:45][CH:46]=[O:47])[CH:30]=2)[O:37][Si:38]([C:41]([CH3:44])([CH3:43])[CH3:42])([CH3:39])[CH3:40])=[CH:5][CH:6]=1.